Dataset: Full USPTO retrosynthesis dataset with 1.9M reactions from patents (1976-2016). Task: Predict the reactants needed to synthesize the given product. (1) Given the product [Cl:1][C:2]1[C:7]([CH2:8][N:9]([CH3:22])[CH2:10][CH:11]([CH:13]2[CH2:17][CH2:16][CH2:15][O:14]2)[OH:12])=[C:6]([CH3:18])[CH:5]=[C:4]([Cl:19])[N:3]=1, predict the reactants needed to synthesize it. The reactants are: [Cl:1][C:2]1[C:7]([CH2:8][NH:9][CH2:10][CH:11]([CH:13]2[CH2:17][CH2:16][CH2:15][O:14]2)[OH:12])=[C:6]([CH3:18])[CH:5]=[C:4]([Cl:19])[N:3]=1.C=O.[C:22](O)(=O)C.C([BH3-])#N.[Na+].C([O-])(O)=O.[Na+]. (2) Given the product [C:1]1([S:7]([O:10][CH2:11][CH2:12][CH2:13][CH2:14][CH2:15][CH2:16][CH2:17][CH2:18][C:19]2[CH2:21][CH:20]=2)(=[O:9])=[O:8])[CH:2]=[CH:3][CH:4]=[CH:5][CH:6]=1, predict the reactants needed to synthesize it. The reactants are: [C:1]1([S:7]([O:10][CH2:11][CH2:12][CH2:13][CH2:14][CH2:15][CH2:16][CH2:17][CH2:18][C:19]2(Br)[CH2:21][C:20]2(Br)Br)(=[O:9])=[O:8])[CH:6]=[CH:5][CH:4]=[CH:3][CH:2]=1.C[Li]. (3) Given the product [C:18]([O:17][C:15]([N:13]1[CH2:14][CH:11]([C:26]2[CH:27]=[CH:28][C:29]3[O:38][CH2:37][CH2:36][C:35]4[S:34][C:33]([C:39]5[N:40]([CH:44]([CH3:45])[CH3:46])[N:41]=[CH:42][N:43]=5)=[N:32][C:31]=4[C:30]=3[CH:47]=2)[CH2:12]1)=[O:16])([CH3:21])([CH3:20])[CH3:19], predict the reactants needed to synthesize it. The reactants are: Cl[Si](C)(C)C.BrCCBr.I[CH:11]1[CH2:14][N:13]([C:15]([O:17][C:18]([CH3:21])([CH3:20])[CH3:19])=[O:16])[CH2:12]1.ClCCl.Br[C:26]1[CH:27]=[CH:28][C:29]2[O:38][CH2:37][CH2:36][C:35]3[S:34][C:33]([C:39]4[N:40]([CH:44]([CH3:46])[CH3:45])[N:41]=[CH:42][N:43]=4)=[N:32][C:31]=3[C:30]=2[CH:47]=1. (4) Given the product [ClH:1].[Cl:1][C:2]1[CH:3]=[C:4]([CH:22]=[CH:23][C:24]=1[Cl:25])[C:5]([N:7]1[CH2:12][CH2:11][O:10][C@@H:9]([CH2:13][NH2:14])[CH2:8]1)=[O:6], predict the reactants needed to synthesize it. The reactants are: [Cl:1][C:2]1[CH:3]=[C:4]([CH:22]=[CH:23][C:24]=1[Cl:25])[C:5]([N:7]1[CH2:12][CH2:11][O:10][C@@H:9]([CH2:13][NH:14]C(=O)OC(C)(C)C)[CH2:8]1)=[O:6].Cl.